This data is from Forward reaction prediction with 1.9M reactions from USPTO patents (1976-2016). The task is: Predict the product of the given reaction. (1) Given the reactants [CH3:1][O:2][C:3]1[CH:4]=[C:5]([OH:9])[CH:6]=[CH:7][CH:8]=1.[I:10]N1C(=O)CCC1=O.C(OCC)(=O)C.C(OCC)C, predict the reaction product. The product is: [OH:9][C:5]1[CH:6]=[CH:7][C:8]([I:10])=[C:3]([O:2][CH3:1])[CH:4]=1. (2) The product is: [Cl:16][C:17]1[CH:18]=[C:19]([NH:20][C:2]2[C:11]3[C:6](=[CH:7][C:8]([F:15])=[C:9]([N+:12]([O-:14])=[O:13])[CH:10]=3)[N:5]=[CH:4][N:3]=2)[CH:21]=[CH:22][C:23]=1[F:24]. Given the reactants Cl[C:2]1[C:11]2[C:6](=[CH:7][C:8]([F:15])=[C:9]([N+:12]([O-:14])=[O:13])[CH:10]=2)[N:5]=[CH:4][N:3]=1.[Cl:16][C:17]1[CH:18]=[C:19]([CH:21]=[CH:22][C:23]=1[F:24])[NH2:20], predict the reaction product. (3) Given the reactants [F:1][C:2]1[C:3](I)=[C:4]([CH:8]=[C:9]([F:11])[CH:10]=1)[C:5]([OH:7])=[O:6].[NH:13]1[CH:17]=[CH:16][N:15]=[N:14]1, predict the reaction product. The product is: [F:1][C:2]1[C:3]([N:14]2[N:15]=[CH:16][CH:17]=[N:13]2)=[C:4]([CH:8]=[C:9]([F:11])[CH:10]=1)[C:5]([OH:7])=[O:6]. (4) Given the reactants [CH:1]([C:4]1[N:5]=[C:6]([CH2:9][CH2:10][C:11]2[CH:35]=[CH:34][N:14]3[C:15](=[O:33])[C:16](/[CH:25]=[C:26](\[CH3:32])/[C:27]([O:29]CC)=[O:28])=[C:17]([N:19]4[CH2:24][CH2:23][O:22][CH2:21][CH2:20]4)[N:18]=[C:13]3[CH:12]=2)[S:7][CH:8]=1)([CH3:3])[CH3:2].[OH-].[Li+], predict the reaction product. The product is: [CH:1]([C:4]1[N:5]=[C:6]([CH2:9][CH2:10][C:11]2[CH:35]=[CH:34][N:14]3[C:15](=[O:33])[C:16](/[CH:25]=[C:26](\[CH3:32])/[C:27]([OH:29])=[O:28])=[C:17]([N:19]4[CH2:24][CH2:23][O:22][CH2:21][CH2:20]4)[N:18]=[C:13]3[CH:12]=2)[S:7][CH:8]=1)([CH3:3])[CH3:2]. (5) Given the reactants [C:1]([C:3]1[C:4]([N:22]2[CH2:27][CH2:26][CH:25]([C:28](O)=[O:29])[CH2:24][CH2:23]2)=[N:5][C:6]([CH2:14][N:15]2[CH2:20][CH2:19][CH2:18][CH2:17][C:16]2=[O:21])=[C:7]([C:9]([O:11][CH2:12][CH3:13])=[O:10])[CH:8]=1)#[N:2].[CH:31]([C:34]1[CH:39]=[CH:38][C:37]([CH2:40][S:41]([NH2:44])(=[O:43])=[O:42])=[CH:36][CH:35]=1)([CH3:33])[CH3:32], predict the reaction product. The product is: [C:1]([C:3]1[C:4]([N:22]2[CH2:27][CH2:26][CH:25]([C:28](=[O:29])[NH:44][S:41]([CH2:40][C:37]3[CH:38]=[CH:39][C:34]([CH:31]([CH3:33])[CH3:32])=[CH:35][CH:36]=3)(=[O:42])=[O:43])[CH2:24][CH2:23]2)=[N:5][C:6]([CH2:14][N:15]2[CH2:20][CH2:19][CH2:18][CH2:17][C:16]2=[O:21])=[C:7]([CH:8]=1)[C:9]([O:11][CH2:12][CH3:13])=[O:10])#[N:2]. (6) Given the reactants [CH3:1]OCOC.[ClH:6].Cl.Cl.[CH3:9][O:10][C:11]1[CH:35]=[CH:34][C:14]([CH2:15][CH2:16][NH:17][C:18]([NH:20][C:21]([NH:23][CH2:24][CH2:25][CH2:26][CH2:27][CH2:28][CH2:29][CH2:30][CH2:31][CH2:32][CH3:33])=[NH:22])=[NH:19])=[CH:13][CH:12]=1, predict the reaction product. The product is: [ClH:6].[CH2:24]([NH:23][C:21]1[NH:20][C:18]([NH:17][CH2:16][CH2:15][C:14]2[CH:13]=[CH:12][C:11]([O:10][CH3:9])=[CH:35][CH:34]=2)=[N:19][CH2:1][N:22]=1)[CH2:25][CH2:26][CH2:27][CH2:28][CH2:29][CH2:30][CH2:31][CH2:32][CH3:33].